From a dataset of Peptide-MHC class II binding affinity with 134,281 pairs from IEDB. Regression. Given a peptide amino acid sequence and an MHC pseudo amino acid sequence, predict their binding affinity value. This is MHC class II binding data. (1) The peptide sequence is MVVERLGDYLVEQGM. The MHC is DRB1_0901 with pseudo-sequence DRB1_0901. The binding affinity (normalized) is 0.275. (2) The peptide sequence is VSMMIAMEVVLRKRQ. The MHC is DRB1_0301 with pseudo-sequence DRB1_0301. The binding affinity (normalized) is 0.851. (3) The peptide sequence is TQLVLSSMVNPLVLS. The MHC is DRB1_0401 with pseudo-sequence DRB1_0401. The binding affinity (normalized) is 0.948. (4) The peptide sequence is LKGFKKEISNMLSII. The MHC is DRB1_0701 with pseudo-sequence DRB1_0701. The binding affinity (normalized) is 0.867. (5) The peptide sequence is DYVVMSAWYKEPN. The MHC is HLA-DQA10101-DQB10501 with pseudo-sequence HLA-DQA10101-DQB10501. The binding affinity (normalized) is 0.205. (6) The peptide sequence is EVVKANGGYLAAGKL. The MHC is HLA-DQA10101-DQB10501 with pseudo-sequence HLA-DQA10101-DQB10501. The binding affinity (normalized) is 0.250. (7) The peptide sequence is AFKVAAHAANAAPAN. The MHC is HLA-DPA10103-DPB10301 with pseudo-sequence HLA-DPA10103-DPB10301. The binding affinity (normalized) is 0.747. (8) The peptide sequence is DVLSQPMLPHTWDGS. The MHC is DRB3_0101 with pseudo-sequence DRB3_0101. The binding affinity (normalized) is 0.529.